This data is from NCI-60 drug combinations with 297,098 pairs across 59 cell lines. The task is: Regression. Given two drug SMILES strings and cell line genomic features, predict the synergy score measuring deviation from expected non-interaction effect. Drug 1: C(CC(=O)O)C(=O)CN.Cl. Drug 2: C1=NNC2=C1C(=O)NC=N2. Cell line: SF-295. Synergy scores: CSS=19.0, Synergy_ZIP=-2.57, Synergy_Bliss=1.53, Synergy_Loewe=4.38, Synergy_HSA=3.32.